From a dataset of Forward reaction prediction with 1.9M reactions from USPTO patents (1976-2016). Predict the product of the given reaction. (1) Given the reactants Cl[C:2]1[N:3]=[C:4]([N:23]2[CH2:28][CH2:27][O:26][CH2:25][CH2:24]2)[C:5]2[N:11]=[C:10]([CH2:12][N:13]3[CH2:16][CH:15]([N:17]4[CH2:22][CH2:21][O:20][CH2:19][CH2:18]4)[CH2:14]3)[CH:9]=[CH:8][C:6]=2[N:7]=1.[Si]([N:36]1[C:44]2[C:39](=[C:40](B3OC(C)(C)C(C)(C)O3)[C:41]([F:45])=[CH:42][CH:43]=2)[CH:38]=[CH:37]1)(C(C)(C)C)(C)C, predict the reaction product. The product is: [F:45][C:41]1[C:40]([C:2]2[N:3]=[C:4]([N:23]3[CH2:28][CH2:27][O:26][CH2:25][CH2:24]3)[C:5]3[N:11]=[C:10]([CH2:12][N:13]4[CH2:16][CH:15]([N:17]5[CH2:22][CH2:21][O:20][CH2:19][CH2:18]5)[CH2:14]4)[CH:9]=[CH:8][C:6]=3[N:7]=2)=[C:39]2[C:44](=[CH:43][CH:42]=1)[NH:36][CH:37]=[CH:38]2. (2) Given the reactants Cl[CH2:2][C:3]1[N:7]([CH2:8][CH3:9])[C:6]2[CH:10]=[CH:11][C:12]([C:14]#[N:15])=[CH:13][C:5]=2[N:4]=1.C(OC([N:23]1[CH:27]=[CH:26][C:25]([C:28]2[NH:29][CH:30]=[CH:31][N:32]=2)=[N:24]1)=O)(C)(C)C, predict the reaction product. The product is: [CH2:8]([N:7]1[C:6]2[CH:10]=[CH:11][C:12]([C:14]#[N:15])=[CH:13][C:5]=2[N:4]=[C:3]1[CH2:2][N:32]1[CH:31]=[CH:30][N:29]=[C:28]1[C:25]1[CH:26]=[CH:27][NH:23][N:24]=1)[CH3:9]. (3) Given the reactants [I:1]Cl.C[O:4]/[N:5]=[C:6](/[C:10]1[CH:15]=[CH:14][C:13]([F:16])=[CH:12][C:11]=1[F:17])\[C:7]#[C:8][CH3:9].S([O-])([O-])(=O)=S.[Na+].[Na+], predict the reaction product. The product is: [F:17][C:11]1[CH:12]=[C:13]([F:16])[CH:14]=[CH:15][C:10]=1[C:6]1[C:7]([I:1])=[C:8]([CH3:9])[O:4][N:5]=1. (4) Given the reactants CC1[C@@H]2C(C)(C)[C@@H](C2)[C@@H](O)C=1.[CH3:12][CH2:13][CH2:14][CH2:15][CH2:16][C:17]1[C:22]([C:23]([O:25]C)=[O:24])=[C:21]([OH:27])[CH:20]=[C:19]([OH:28])[CH:18]=1, predict the reaction product. The product is: [CH3:12][CH2:13][CH2:14][CH2:15][CH2:16][C:17]1[C:22]([C:23]([OH:25])=[O:24])=[C:21]([OH:27])[CH:20]=[C:19]([OH:28])[CH:18]=1. (5) The product is: [Br:1][C:2]1[CH:20]=[CH:19][CH:18]=[C:17]2[C:3]=1[O:4][C:5]1[CH:13]=[C:12]([N+:14]([O-:16])=[O:15])[CH:11]=[CH:10][C:6]=1[C:7]2=[O:9]. Given the reactants [Br:1][C:2]1[CH:20]=[CH:19][CH:18]=[CH:17][C:3]=1[O:4][C:5]1[CH:13]=[C:12]([N+:14]([O-:16])=[O:15])[CH:11]=[CH:10][C:6]=1[C:7]([OH:9])=O, predict the reaction product. (6) Given the reactants N#N.[CH3:3][O:4][C:5]1[C:16]2[C:17]3[C:8]([C:9](=[O:39])[N:10]([CH2:19][C:20]4[CH:25]=[CH:24][C:23]([Sn](CCCC)(CCCC)CCCC)=[CH:22][CH:21]=4)[C:11](=[O:18])[C:12]=3[CH:13]=[CH:14][N:15]=2)=[CH:7][CH:6]=1.[B-](F)(F)(F)[F:41].[B-](F)(F)(F)F.C1[N+]2(CCl)CC[N+](F)(CC2)C1, predict the reaction product. The product is: [F:41][C:23]1[CH:24]=[CH:25][C:20]([CH2:19][N:10]2[C:9](=[O:39])[C:8]3=[CH:7][CH:6]=[C:5]([O:4][CH3:3])[C:16]4[C:17]3=[C:12]([CH:13]=[CH:14][N:15]=4)[C:11]2=[O:18])=[CH:21][CH:22]=1. (7) Given the reactants [Cl:1][C:2]1[CH:45]=[CH:44][C:5]([O:6][C:7]2[CH:12]=[CH:11][C:10]([N:13]3[CH:17]=[C:16]([C:18]4[CH:39]=[CH:38][C:21]([O:22][CH2:23][C:24]([N:26]5[CH2:31][CH2:30][N:29]([C:32]6[CH:37]=[CH:36][N:35]=[CH:34][CH:33]=6)[CH2:28][CH2:27]5)=O)=[CH:20][CH:19]=4)[N:15]=[C:14]3[CH2:40][CH:41]([CH3:43])[CH3:42])=[CH:9][CH:8]=2)=[CH:4][CH:3]=1.B.C1COCC1, predict the reaction product. The product is: [Cl:1][C:2]1[CH:3]=[CH:4][C:5]([O:6][C:7]2[CH:12]=[CH:11][C:10]([N:13]3[CH:17]=[C:16]([C:18]4[CH:39]=[CH:38][C:21]([O:22][CH2:23][CH2:24][N:26]5[CH2:27][CH2:28][N:29]([C:32]6[CH:37]=[CH:36][N:35]=[CH:34][CH:33]=6)[CH2:30][CH2:31]5)=[CH:20][CH:19]=4)[N:15]=[C:14]3[CH2:40][CH:41]([CH3:42])[CH3:43])=[CH:9][CH:8]=2)=[CH:44][CH:45]=1. (8) Given the reactants [Br:1][C:2]1[CH:7]=[CH:6][C:5]([NH:8][C:9]2[C:10]([C:26]([OH:28])=O)=[CH:11][C:12]3[N:16]([CH2:17][CH:18]4[CH2:23][CH2:22][CH2:21][CH2:20][O:19]4)[CH:15]=[N:14][C:13]=3[C:24]=2[F:25])=[C:4]([Cl:29])[CH:3]=1.C1C=CC2N(O)N=NC=2C=1.C(N(CC)CC)C.[CH:47]([O:49][CH2:50][CH2:51][O:52][NH2:53])=[CH2:48].CCN=C=NCCCN(C)C.Cl, predict the reaction product. The product is: [CH:47]([O:49][CH2:50][CH2:51][O:52][NH:53][C:26]([C:10]1[C:9]([NH:8][C:5]2[CH:6]=[CH:7][C:2]([Br:1])=[CH:3][C:4]=2[Cl:29])=[C:24]([F:25])[C:13]2[N:14]=[CH:15][N:16]([CH2:17][CH:18]3[CH2:23][CH2:22][CH2:21][CH2:20][O:19]3)[C:12]=2[CH:11]=1)=[O:28])=[CH2:48]. (9) Given the reactants [Cl:1][C:2]1[CH:7]=[CH:6][C:5]([Cl:8])=[CH:4][C:3]=1[S:9](Cl)(=[O:11])=[O:10].[CH:13]1[CH:18]=[CH:17][CH:16]=[CH:15][CH:14]=1.[Cl-].[Al+3].[Cl-].[Cl-].Cl, predict the reaction product. The product is: [C:13]1([S:9]([C:3]2[CH:4]=[C:5]([Cl:8])[CH:6]=[CH:7][C:2]=2[Cl:1])(=[O:11])=[O:10])[CH:18]=[CH:17][CH:16]=[CH:15][CH:14]=1. (10) Given the reactants [C:1]([N:5]1[C:10](=[O:11])[CH:9]2[CH2:12][CH:6]1[CH:7]=[CH:8]2)(=[O:4])[CH2:2][CH3:3].CC(O)CC.[BH4-].[Na+].Cl, predict the reaction product. The product is: [C:1]([NH:5][CH:6]1[CH2:12][CH:9]([CH2:10][OH:11])[CH:8]=[CH:7]1)(=[O:4])[CH2:2][CH3:3].